Dataset: Full USPTO retrosynthesis dataset with 1.9M reactions from patents (1976-2016). Task: Predict the reactants needed to synthesize the given product. (1) The reactants are: [C:1]([OH:22])(=O)[CH2:2][CH2:3][CH2:4]/[CH:5]=[CH:6]\[CH2:7]/[CH:8]=[CH:9]\[CH2:10]/[CH:11]=[CH:12]\[CH2:13]/[CH:14]=[CH:15]\[CH2:16][CH2:17][CH2:18][CH2:19][CH3:20].ClC(OCCCC)=O.Cl.C(N(CC)CC)C.Cl.[CH3:40][O:41][C:42](=[O:47])[C@H:43]([CH2:45][OH:46])[NH2:44].Cl. Given the product [CH3:40][O:41][C:42](=[O:47])[C@H:43]([CH2:45][OH:46])[NH:44][C:1](=[O:22])[CH2:2][CH2:3][CH2:4]/[CH:5]=[CH:6]\[CH2:7]/[CH:8]=[CH:9]\[CH2:10]/[CH:11]=[CH:12]\[CH2:13]/[CH:14]=[CH:15]\[CH2:16][CH2:17][CH2:18][CH2:19][CH3:20], predict the reactants needed to synthesize it. (2) Given the product [CH3:1][O:2][C:3](=[O:12])[CH2:4][C:5]1[CH:6]=[N:7][CH:8]=[C:9]([C:58]2[CH:59]=[CH:60][C:55]([C:52]([CH2:53][CH3:54])([C:71]3[CH:76]=[CH:75][C:74](/[CH:77]=[CH:78]/[C:79]4([OH:85])[CH2:84][CH2:83][O:82][CH2:81][CH2:80]4)=[C:73]([CH3:86])[CH:72]=3)[CH2:50][CH3:51])=[CH:56][C:57]=2[CH3:70])[CH:10]=1, predict the reactants needed to synthesize it. The reactants are: [CH3:1][O:2][C:3](=[O:12])[CH2:4][C:5]1[CH:6]=[N:7][CH:8]=[C:9](Br)[CH:10]=1.C1(P(C2CCCCC2)C2C=CC=CC=2C2C(OC)=CC=CC=2OC)CCCCC1.P([O-])([O-])([O-])=O.[K+].[K+].[K+].[CH2:50]([C:52]([C:71]1[CH:76]=[CH:75][C:74](/[CH:77]=[CH:78]/[C:79]2([OH:85])[CH2:84][CH2:83][O:82][CH2:81][CH2:80]2)=[C:73]([CH3:86])[CH:72]=1)([C:55]1[CH:60]=[CH:59][C:58](B2OC(C)(C)C(C)(C)O2)=[C:57]([CH3:70])[CH:56]=1)[CH2:53][CH3:54])[CH3:51].C(=O)(O)[O-].[Na+]. (3) Given the product [C:9]1([C:8]2[O:15][C:4]([CH2:3][C:1]#[N:2])=[N:6][CH:7]=2)[CH:10]=[CH:11][CH:12]=[CH:13][CH:14]=1, predict the reactants needed to synthesize it. The reactants are: [C:1]([CH2:3][C:4]([NH:6][CH2:7][C:8](=[O:15])[C:9]1[CH:14]=[CH:13][CH:12]=[CH:11][CH:10]=1)=O)#[N:2].CC(=O)OCC. (4) Given the product [CH3:13][O:14][C:15]1[CH:20]=[CH:19][C:18]([C:21]2[N:22]=[C:23]([CH:33]3[CH2:38][CH2:37][N:36]([C:5](=[O:11])[N:49]([OH:50])[CH3:48])[CH2:35][CH2:34]3)[O:24][C:25]=2[C:26]2[CH:31]=[CH:30][C:29]([CH3:32])=[CH:28][CH:27]=2)=[CH:17][CH:16]=1, predict the reactants needed to synthesize it. The reactants are: ClC(Cl)(O[C:5](=[O:11])OC(Cl)(Cl)Cl)Cl.[CH3:13][O:14][C:15]1[CH:20]=[CH:19][C:18]([C:21]2[N:22]=[C:23]([CH:33]3[CH2:38][CH2:37][NH:36][CH2:35][CH2:34]3)[O:24][C:25]=2[C:26]2[CH:31]=[CH:30][C:29]([CH3:32])=[CH:28][CH:27]=2)=[CH:17][CH:16]=1.C(N(CC)CC)C.Cl.Cl.[CH3:48][NH:49][OH:50]. (5) Given the product [NH2:19][C:4]1[CH:5]=[C:6]([CH:17]=[CH:18][C:3]=1[O:2][CH3:1])[C:7]([O:9][CH2:10][C:11]1[CH:16]=[CH:15][CH:14]=[CH:13][CH:12]=1)=[O:8], predict the reactants needed to synthesize it. The reactants are: [CH3:1][O:2][C:3]1[CH:18]=[CH:17][C:6]([C:7]([O:9][CH2:10][C:11]2[CH:16]=[CH:15][CH:14]=[CH:13][CH:12]=2)=[O:8])=[CH:5][C:4]=1[N+:19]([O-])=O.[Cl-].[NH4+]. (6) Given the product [NH2:1][C:2]1[N:6]([C:7]2[C:8]([Cl:43])=[CH:9][C:10]([CH3:42])=[C:11]([CH:13]([S:18]([CH:19]([C:24]3[CH:29]=[C:28]([N:30]4[C:34]([NH2:35])=[N:33][C:32]([C:36]([F:39])([F:37])[F:38])=[N:31]4)[C:27]([Cl:40])=[CH:26][C:25]=3[CH3:41])[C:20]([F:21])([F:22])[F:23])=[O:56])[C:14]([F:17])([F:16])[F:15])[CH:12]=2)[N:5]=[C:4]([C:44]([F:47])([F:46])[F:45])[N:3]=1, predict the reactants needed to synthesize it. The reactants are: [NH2:1][C:2]1[N:6]([C:7]2[C:8]([Cl:43])=[CH:9][C:10]([CH3:42])=[C:11]([CH:13]([S:18][CH:19]([C:24]3[CH:29]=[C:28]([N:30]4[C:34]([NH2:35])=[N:33][C:32]([C:36]([F:39])([F:38])[F:37])=[N:31]4)[C:27]([Cl:40])=[CH:26][C:25]=3[CH3:41])[C:20]([F:23])([F:22])[F:21])[C:14]([F:17])([F:16])[F:15])[CH:12]=2)[N:5]=[C:4]([C:44]([F:47])([F:46])[F:45])[N:3]=1.ClC1C=CC=C(C(OO)=[O:56])C=1. (7) Given the product [Br:51][CH2:18][C:12]1[C:13](=[O:17])[O:14][C:15]2[C:10]([C:11]=1[CH2:21][CH2:22][OH:23])=[CH:9][CH:8]=[C:7]([O:6][Si:5]([C:1]([CH3:4])([CH3:3])[CH3:2])([CH3:26])[CH3:25])[CH:16]=2.[C:27]([Si:31]([CH3:48])([CH3:49])[O:32][C:33]1[CH:42]=[C:41]2[C:36]([C:37]([CH2:44][CH2:45][O:46][CH3:47])=[CH:38][C:39](=[O:43])[O:40]2)=[CH:35][CH:34]=1)([CH3:30])([CH3:29])[CH3:28], predict the reactants needed to synthesize it. The reactants are: [C:1]([Si:5]([CH3:26])([CH3:25])[O:6][C:7]1[CH:16]=[C:15]2[C:10]([C:11]([CH2:21][CH2:22][O:23]C)=[C:12]([CH2:18]OC)[C:13](=[O:17])[O:14]2)=[CH:9][CH:8]=1)([CH3:4])([CH3:3])[CH3:2].[C:27]([Si:31]([CH3:49])([CH3:48])[O:32][C:33]1[CH:42]=[C:41]2[C:36]([C:37]([CH2:44][CH2:45][O:46][CH3:47])=[CH:38][C:39](=[O:43])[O:40]2)=[CH:35][CH:34]=1)([CH3:30])([CH3:29])[CH3:28].B(Br)(Br)[Br:51].